This data is from Experimentally validated miRNA-target interactions with 360,000+ pairs, plus equal number of negative samples. The task is: Binary Classification. Given a miRNA mature sequence and a target amino acid sequence, predict their likelihood of interaction. The miRNA is hsa-miR-3689b-5p with sequence UGUGAUAUCAUGGUUCCUGGGA. The protein sequence of the target gene is MSEILPYSEDKMGRFGADPEGSDLSFSCRLQDTNSFFAGNQAKRPPKLGQIGRAKRVVIEDDRIDDVLKGMGEKPPSGV. Result: 0 (no interaction).